The task is: Regression. Given two drug SMILES strings and cell line genomic features, predict the synergy score measuring deviation from expected non-interaction effect.. This data is from NCI-60 drug combinations with 297,098 pairs across 59 cell lines. (1) Drug 1: C1CN(CCN1C(=O)CCBr)C(=O)CCBr. Drug 2: CS(=O)(=O)OCCCCOS(=O)(=O)C. Cell line: A498. Synergy scores: CSS=7.60, Synergy_ZIP=-2.14, Synergy_Bliss=0.515, Synergy_Loewe=0.143, Synergy_HSA=0.244. (2) Drug 1: CC1CCC2CC(C(=CC=CC=CC(CC(C(=O)C(C(C(=CC(C(=O)CC(OC(=O)C3CCCCN3C(=O)C(=O)C1(O2)O)C(C)CC4CCC(C(C4)OC)O)C)C)O)OC)C)C)C)OC. Drug 2: C1=CC=C(C=C1)NC(=O)CCCCCCC(=O)NO. Cell line: HT29. Synergy scores: CSS=8.72, Synergy_ZIP=-6.70, Synergy_Bliss=6.49, Synergy_Loewe=-10.2, Synergy_HSA=0.0187. (3) Drug 1: CC1=C2C(C(=O)C3(C(CC4C(C3C(C(C2(C)C)(CC1OC(=O)C(C(C5=CC=CC=C5)NC(=O)C6=CC=CC=C6)O)O)OC(=O)C7=CC=CC=C7)(CO4)OC(=O)C)O)C)OC(=O)C. Drug 2: CN(CCCl)CCCl.Cl. Cell line: SF-295. Synergy scores: CSS=-8.65, Synergy_ZIP=3.43, Synergy_Bliss=4.06, Synergy_Loewe=-12.6, Synergy_HSA=-9.42. (4) Drug 1: C(=O)(N)NO. Drug 2: C1=NC2=C(N=C(N=C2N1C3C(C(C(O3)CO)O)F)Cl)N. Cell line: OVCAR3. Synergy scores: CSS=0.210, Synergy_ZIP=-2.84, Synergy_Bliss=-7.01, Synergy_Loewe=-3.07, Synergy_HSA=-4.92.